From a dataset of Forward reaction prediction with 1.9M reactions from USPTO patents (1976-2016). Predict the product of the given reaction. (1) Given the reactants [S:1]1[C:5]2[NH:6][C:7]([C:9]([O:11][CH2:12][CH3:13])=[O:10])=[CH:8][C:4]=2[CH:3]=[CH:2]1.[Cl:14]N1C(=O)CCC1=O.BrC1C2C=CSC=2NC=1C(OCC)=O, predict the reaction product. The product is: [Cl:14][C:8]1[C:4]2[CH:3]=[CH:2][S:1][C:5]=2[NH:6][C:7]=1[C:9]([O:11][CH2:12][CH3:13])=[O:10]. (2) Given the reactants [C:1]1([N:7]2[C:11]3[CH:12]=[N:13][CH:14]=[CH:15][C:10]=3[C:9]3[CH:16]=[N:17][C:18]([NH:20][C:21]4[N:26]=[CH:25][C:24]([N:27]5[CH2:32][CH2:31][N:30](C(OC(C)(C)C)=O)[CH2:29][CH2:28]5)=[CH:23][CH:22]=4)=[CH:19][C:8]2=3)[CH:6]=[CH:5][CH:4]=[CH:3][CH:2]=1.FC(F)(F)C(O)=O, predict the reaction product. The product is: [C:1]1([N:7]2[C:11]3[CH:12]=[N:13][CH:14]=[CH:15][C:10]=3[C:9]3[CH:16]=[N:17][C:18]([NH:20][C:21]4[CH:22]=[CH:23][C:24]([N:27]5[CH2:32][CH2:31][NH:30][CH2:29][CH2:28]5)=[CH:25][N:26]=4)=[CH:19][C:8]2=3)[CH:6]=[CH:5][CH:4]=[CH:3][CH:2]=1. (3) Given the reactants Cl[C:2]1[C:3]2[C:4](=[CH:18][N:19](CC3C=CC(OC)=CC=3)[N:20]=2)[N:5]=[C:6]([C:8]2[CH:9]=[C:10]([CH:15]=[CH:16][CH:17]=2)[C:11]([O:13][CH3:14])=[O:12])[N:7]=1.[NH2:30][C:31]1[CH:40]=[C:39]2[C:34]([CH2:35][CH2:36][C:37](=[O:41])[NH:38]2)=[CH:33][CH:32]=1.Cl, predict the reaction product. The product is: [O:41]=[C:37]1[CH2:36][CH2:35][C:34]2[C:39](=[CH:40][C:31]([NH:30][C:2]3[C:3]4[NH:20][N:19]=[CH:18][C:4]=4[N:5]=[C:6]([C:8]4[CH:9]=[C:10]([CH:15]=[CH:16][CH:17]=4)[C:11]([O:13][CH3:14])=[O:12])[N:7]=3)=[CH:32][CH:33]=2)[NH:38]1. (4) Given the reactants [C:1]([N:20]1[CH:24]=[C:23]([CH:25]([OH:27])[CH3:26])[N:22]=[CH:21]1)([C:14]1[CH:19]=[CH:18][CH:17]=[CH:16][CH:15]=1)([C:8]1[CH:13]=[CH:12][CH:11]=[CH:10][CH:9]=1)[C:2]1[CH:7]=[CH:6][CH:5]=[CH:4][CH:3]=1, predict the reaction product. The product is: [C:1]([N:20]1[CH:24]=[C:23]([C:25](=[O:27])[CH3:26])[N:22]=[CH:21]1)([C:14]1[CH:15]=[CH:16][CH:17]=[CH:18][CH:19]=1)([C:8]1[CH:9]=[CH:10][CH:11]=[CH:12][CH:13]=1)[C:2]1[CH:7]=[CH:6][CH:5]=[CH:4][CH:3]=1. (5) Given the reactants C(OC(=O)[NH:7][C:8]1[CH:13]=[CH:12][C:11]([O:14][CH2:15][C:16]2[C:25]3[C:20](=[CH:21][CH:22]=[CH:23][CH:24]=3)[N:19]=[C:18]([CH3:26])[CH:17]=2)=[CH:10][CH:9]=1)(C)(C)C.[ClH:28].C(OCC)C, predict the reaction product. The product is: [CH3:26][C:18]1[CH:17]=[C:16]([CH2:15][O:14][C:11]2[CH:10]=[CH:9][C:8]([NH2:7])=[CH:13][CH:12]=2)[C:25]2[C:20](=[CH:21][CH:22]=[CH:23][CH:24]=2)[N:19]=1.[ClH:28].